This data is from Forward reaction prediction with 1.9M reactions from USPTO patents (1976-2016). The task is: Predict the product of the given reaction. (1) Given the reactants [CH2:1]([O:8][C:9]1[C:14]2[N:15]=[C:16]([NH:18][C:19](=[O:28])[C:20]3[CH:25]=[CH:24][C:23]([CH2:26]Cl)=[CH:22][CH:21]=3)[S:17][C:13]=2[C:12]([N:29]2[CH2:34][CH2:33][O:32][CH2:31][CH2:30]2)=[CH:11][CH:10]=1)[C:2]1[CH:7]=[CH:6][CH:5]=[CH:4][CH:3]=1.[CH3:35][O:36][CH2:37][CH2:38][NH:39][CH3:40], predict the reaction product. The product is: [CH2:1]([O:8][C:9]1[C:14]2[N:15]=[C:16]([NH:18][C:19](=[O:28])[C:20]3[CH:25]=[CH:24][C:23]([CH2:26][N:39]([CH2:38][CH2:37][O:36][CH3:35])[CH3:40])=[CH:22][CH:21]=3)[S:17][C:13]=2[C:12]([N:29]2[CH2:34][CH2:33][O:32][CH2:31][CH2:30]2)=[CH:11][CH:10]=1)[C:2]1[CH:7]=[CH:6][CH:5]=[CH:4][CH:3]=1. (2) Given the reactants [OH:1][CH:2]1[CH:8]([NH:9][C:10](=[O:15])[C:11]([F:14])([F:13])[F:12])[CH2:7][CH2:6][N:5](C(OCC2C=CC=CC=2)=O)[CH2:4][CH2:3]1, predict the reaction product. The product is: [OH:1][CH:2]1[CH:8]([NH:9][C:10](=[O:15])[C:11]([F:12])([F:13])[F:14])[CH2:7][CH2:6][NH:5][CH2:4][CH2:3]1. (3) Given the reactants [N+:1]([C:4]1[CH:8]=[CH:7][NH:6][N:5]=1)([O-:3])=[O:2].[H-].[Na+].[Cl:11][CH2:12][C:13]#[C:14][CH2:15]Cl, predict the reaction product. The product is: [Cl:11][CH2:12][C:13]#[C:14][CH2:15][N:6]1[CH:7]=[CH:8][C:4]([N+:1]([O-:3])=[O:2])=[N:5]1. (4) Given the reactants [Br:1]N1C(=O)CCC1=O.[O:9]1[C:13]2[CH:14]=[CH:15][C:16]([CH2:18]C(O)=O)=[CH:17][C:12]=2[CH2:11][CH2:10]1.C(OOC(=O)C1C=CC=CC=1)(=O)C1C=CC=CC=1, predict the reaction product. The product is: [Br:1][CH2:18][C:16]1[CH:15]=[CH:14][C:13]2[O:9][CH:10]=[CH:11][C:12]=2[CH:17]=1.